From a dataset of Catalyst prediction with 721,799 reactions and 888 catalyst types from USPTO. Predict which catalyst facilitates the given reaction. (1) Reactant: FC(F)(F)C(O)=O.C(OC([N:15]1[CH2:20][C:19](=[O:21])[N:18]([C:22]2[CH:27]=[C:26]([F:28])[CH:25]=[CH:24][C:23]=2[Cl:29])[CH2:17][C:16]1([CH3:31])[CH3:30])=O)(C)(C)C. Product: [Cl:29][C:23]1[CH:24]=[CH:25][C:26]([F:28])=[CH:27][C:22]=1[N:18]1[CH2:17][C:16]([CH3:30])([CH3:31])[NH:15][CH2:20][C:19]1=[O:21]. The catalyst class is: 2. (2) Reactant: Cl[CH2:2][C:3]([N:5]1[C:13]2[C:8](=[CH:9][C:10]([O:14][CH:15]3[CH2:20][CH2:19][CH:18]([C:21]([F:24])([F:23])[F:22])[CH2:17][CH2:16]3)=[CH:11][CH:12]=2)[CH2:7][CH2:6]1)=[O:4].[CH2:25]([O:27][C:28](=[O:32])[CH2:29][CH2:30][NH2:31])[CH3:26].Cl.C(=O)([O-])[O-].[K+].[K+]. Product: [CH2:25]([O:27][C:28](=[O:32])[CH2:29][CH2:30][NH:31][CH2:2][C:3](=[O:4])[N:5]1[C:13]2[C:8](=[CH:9][C:10]([O:14][CH:15]3[CH2:20][CH2:19][CH:18]([C:21]([F:24])([F:23])[F:22])[CH2:17][CH2:16]3)=[CH:11][CH:12]=2)[CH2:7][CH2:6]1)[CH3:26]. The catalyst class is: 47. (3) Reactant: [Cl:1][C:2]1[CH:3]=[CH:4][C:5]2[CH:9]=[C:8]([S:10]([N:13]3[CH2:18][CH2:17][N:16]([CH2:19][C:20]4[CH:25]=[CH:24][C:23]([N:26]=[CH:27][N:28]5[CH2:33][CH2:32][CH:31]([C:34]([O:36]CC)=[O:35])[CH2:30][CH2:29]5)=[CH:22][CH:21]=4)[C:15](=[O:39])[CH2:14]3)(=[O:12])=[O:11])[S:7][C:6]=2[CH:40]=1.O.[Li+].[OH-]. Product: [Cl:1][C:2]1[CH:3]=[CH:4][C:5]2[CH:9]=[C:8]([S:10]([N:13]3[CH2:18][CH2:17][N:16]([CH2:19][C:20]4[CH:21]=[CH:22][C:23]([N:26]=[CH:27][N:28]5[CH2:29][CH2:30][CH:31]([C:34]([OH:36])=[O:35])[CH2:32][CH2:33]5)=[CH:24][CH:25]=4)[C:15](=[O:39])[CH2:14]3)(=[O:12])=[O:11])[S:7][C:6]=2[CH:40]=1. The catalyst class is: 5.